This data is from CYP2C19 inhibition data for predicting drug metabolism from PubChem BioAssay. The task is: Regression/Classification. Given a drug SMILES string, predict its absorption, distribution, metabolism, or excretion properties. Task type varies by dataset: regression for continuous measurements (e.g., permeability, clearance, half-life) or binary classification for categorical outcomes (e.g., BBB penetration, CYP inhibition). Dataset: cyp2c19_veith. (1) The drug is COC(=O)c1cc2c(ccn2-c2ccc(F)cc2)n1C(C)C. The result is 1 (inhibitor). (2) The compound is COc1ccc2nccc(C(=O)O)c2c1. The result is 0 (non-inhibitor). (3) The drug is O=C(Oc1ccc2c(c1)CN(Cc1ccccc1)CO2)c1ccccc1. The result is 0 (non-inhibitor). (4) The compound is COC(=O)[C@@]1(Cc2ccccc2)[C@H]2c3cc(C(=O)N4CCCC4)n(Cc4ccc(OC)c(OC)c4)c3C[C@H]2CN1C(=O)c1ccccc1. The result is 1 (inhibitor).